Dataset: Forward reaction prediction with 1.9M reactions from USPTO patents (1976-2016). Task: Predict the product of the given reaction. Given the reactants [C:1]([O:5][N:6]1[CH2:10][CH2:9][CH2:8][CH:7]1[C:11]#[N:12])([CH3:4])([CH3:3])[CH3:2].[N-:13]=[N+:14]=[N-:15].[Na+].[Cl-].[NH4+], predict the reaction product. The product is: [C:1]([O:5][N:6]1[CH2:10][CH2:9][CH2:8][CH:7]1[C:11]1[N:13]=[N:14][NH:15][N:12]=1)([CH3:4])([CH3:2])[CH3:3].